From a dataset of Full USPTO retrosynthesis dataset with 1.9M reactions from patents (1976-2016). Predict the reactants needed to synthesize the given product. (1) The reactants are: [CH2:1]([O:3][C:4]1[CH:9]=[CH:8][C:7](B(O)O)=[CH:6][C:5]=1[CH3:13])[CH3:2].Br[C:15]1[CH:16]=[C:17]([CH:19]=[CH:20][CH:21]=1)[NH2:18].C([O-])([O-])=O.[Na+].[Na+]. Given the product [CH2:1]([O:3][C:4]1[CH:9]=[CH:8][C:7]([C:15]2[CH:21]=[CH:20][CH:19]=[C:17]([NH2:18])[CH:16]=2)=[CH:6][C:5]=1[CH3:13])[CH3:2], predict the reactants needed to synthesize it. (2) Given the product [F:17][C:4]1[CH:3]=[C:2]([C:23]2[CH:24]=[CH:25][C:20]([C:18]#[N:19])=[CH:21][CH:22]=2)[C:10]2[N:9]3[CH2:11][CH2:12][NH:13][C:14](=[O:15])[C:8]3=[C:7]([CH3:16])[C:6]=2[CH:5]=1, predict the reactants needed to synthesize it. The reactants are: Br[C:2]1[C:10]2[N:9]3[CH2:11][CH2:12][NH:13][C:14](=[O:15])[C:8]3=[C:7]([CH3:16])[C:6]=2[CH:5]=[C:4]([F:17])[CH:3]=1.[C:18]([C:20]1[CH:25]=[CH:24][C:23](B(O)O)=[CH:22][CH:21]=1)#[N:19]. (3) The reactants are: [NH:1]1[C:9]2[C:4](=[CH:5][CH:6]=[CH:7][CH:8]=2)[CH:3]=[CH:2]1.[CH3:10][N:11]1[C:15](=[O:16])[CH:14]=[CH:13][C:12]1=[O:17]. Given the product [NH:1]1[C:9]2[C:4](=[CH:5][CH:6]=[CH:7][CH:8]=2)[C:3]([CH:13]2[CH2:14][C:15](=[O:16])[N:11]([CH3:10])[C:12]2=[O:17])=[CH:2]1, predict the reactants needed to synthesize it. (4) Given the product [Cl:1][C:2]1[CH:3]=[C:4]([C:9]2[C:10](=[O:20])[NH:11][NH:12][C:13]=2[C:14]2[CH:15]=[CH:16][N:17]=[CH:18][CH:19]=2)[CH:5]=[CH:6][C:7]=1[Cl:8], predict the reactants needed to synthesize it. The reactants are: [Cl:1][C:2]1[CH:3]=[C:4]([CH:9]2[CH:13]([C:14]3[CH:19]=[CH:18][N:17]=[CH:16][CH:15]=3)[NH:12][NH:11][C:10]2=[O:20])[CH:5]=[CH:6][C:7]=1[Cl:8].